This data is from Full USPTO retrosynthesis dataset with 1.9M reactions from patents (1976-2016). The task is: Predict the reactants needed to synthesize the given product. (1) The reactants are: [NH:1]1[CH:5]=[CH:4][N:3]=[C:2]1[NH:6][CH2:7][CH2:8][CH:9]([CH3:11])[CH3:10].[CH:12]([C:23](OCC)=[O:24])([C:18](OCC)=[O:19])[C:13]([O:15][CH2:16][CH3:17])=[O:14]. Given the product [CH2:16]([O:15][C:13]([CH:12]1[C:23](=[O:24])[N:1]2[CH:5]=[CH:4][N:3]=[C:2]2[N:6]([CH2:7][CH2:8][CH:9]([CH3:11])[CH3:10])[C:18]1=[O:19])=[O:14])[CH3:17], predict the reactants needed to synthesize it. (2) Given the product [Cl:12][C:4]1[C:5]([O:10][CH3:11])=[CH:6][C:7]([O:8][CH3:9])=[C:2]([Cl:1])[C:3]=1[C:13]1[C:24](=[O:25])[N:23]([CH2:26][CH2:27][NH:28][CH:35]2[CH2:36][N:37]([C:39](=[O:42])[CH:40]=[CH2:41])[CH2:38]2)[C:16]2[N:17]=[C:18]([NH:21][CH3:22])[N:19]=[CH:20][C:15]=2[CH:14]=1, predict the reactants needed to synthesize it. The reactants are: [Cl:1][C:2]1[C:7]([O:8][CH3:9])=[CH:6][C:5]([O:10][CH3:11])=[C:4]([Cl:12])[C:3]=1[C:13]1[C:24](=[O:25])[N:23]([CH2:26][CH2:27][N:28]([CH:35]2[CH2:38][N:37]([C:39](=[O:42])[CH:40]=[CH2:41])[CH2:36]2)C(=O)C(F)(F)F)[C:16]2[N:17]=[C:18]([NH:21][CH3:22])[N:19]=[CH:20][C:15]=2[CH:14]=1.C([O-])([O-])=O.[K+].[K+]. (3) Given the product [CH2:1]([O:8][N:9]([C@H:17]([CH:20]=[CH2:21])[CH2:18][N:26]1[C:22](=[O:32])[C:23]2[C:24](=[CH:28][CH:29]=[CH:30][CH:31]=2)[C:25]1=[O:27])[C:10](=[O:16])[O:11][C:12]([CH3:15])([CH3:14])[CH3:13])[C:2]1[CH:7]=[CH:6][CH:5]=[CH:4][CH:3]=1, predict the reactants needed to synthesize it. The reactants are: [CH2:1]([O:8][N:9]([C@H:17]([CH:20]=[CH2:21])[CH2:18]O)[C:10](=[O:16])[O:11][C:12]([CH3:15])([CH3:14])[CH3:13])[C:2]1[CH:7]=[CH:6][CH:5]=[CH:4][CH:3]=1.[C:22]1(=[O:32])[NH:26][C:25](=[O:27])[C:24]2=[CH:28][CH:29]=[CH:30][CH:31]=[C:23]12.C1(P(C2C=CC=CC=2)C2C=CC=CC=2)C=CC=CC=1.CC(OC(/N=N/C(OC(C)C)=O)=O)C. (4) Given the product [CH:38]1([C:34]2[CH:35]=[C:36]([CH3:37])[C:31]([N:28]3[CH2:29][CH2:30][N:25]([C:23]([C:11]4[CH:12]=[CH:13][C:14]([N:16]5[CH2:20][CH2:19][CH2:18][S:17]5(=[O:22])=[O:21])=[CH:15][C:10]=4[C:9]([N:8]4[CH2:50][CH2:51][O:52][CH2:53][CH2:6]4)=[O:41])=[O:24])[CH2:26][CH2:27]3)=[N:32][CH:33]=2)[CH2:40][CH2:39]1, predict the reactants needed to synthesize it. The reactants are: C(O[C:6]([N:8](C(OC(C)(C)C)=O)[C:9](=[O:41])[C:10]1[CH:15]=[C:14]([N:16]2[CH2:20][CH2:19][CH2:18][S:17]2(=[O:22])=[O:21])[CH:13]=[CH:12][C:11]=1[C:23]([N:25]1[CH2:30][CH2:29][N:28]([C:31]2[C:36]([CH3:37])=[CH:35][C:34]([CH:38]3[CH2:40][CH2:39]3)=[CH:33][N:32]=2)[CH2:27][CH2:26]1)=[O:24])=O)(C)(C)C.N1C[CH2:53][O:52][CH2:51][CH2:50]1. (5) Given the product [C:15]1([C:21]2[C:33]([CH2:34][C:35]3[N:40]=[C:39]([C:41]([O:43][CH3:44])=[O:42])[CH:38]=[CH:37][CH:36]=3)=[C:24]3[CH:25]=[CH:26][C:27]([C:29]([F:32])([F:30])[F:31])=[CH:28][N:23]3[N:22]=2)[CH:16]=[CH:17][CH:18]=[CH:19][CH:20]=1, predict the reactants needed to synthesize it. The reactants are: C([SiH](CC)CC)C.FC(F)(F)C(O)=O.[C:15]1([C:21]2[C:33]([CH:34](O)[C:35]3[N:40]=[C:39]([C:41]([O:43][CH3:44])=[O:42])[CH:38]=[CH:37][CH:36]=3)=[C:24]3[CH:25]=[CH:26][C:27]([C:29]([F:32])([F:31])[F:30])=[CH:28][N:23]3[N:22]=2)[CH:20]=[CH:19][CH:18]=[CH:17][CH:16]=1.C(=O)(O)[O-].[Na+]. (6) Given the product [NH2:1][C:4]1[CH:5]=[CH:6][C:7]([C@H:10]2[CH2:11][C@H:12]([OH:14])[CH2:13]2)=[CH:8][CH:9]=1, predict the reactants needed to synthesize it. The reactants are: [N+:1]([C:4]1[CH:9]=[CH:8][C:7]([C@H:10]2[CH2:13][C@H:12]([OH:14])[CH2:11]2)=[CH:6][CH:5]=1)([O-])=O.